Predict the reaction yield, written as a fraction of the theoretical maximum amount of product (1.0 means a 100% yield; for example, 0.34 means a 34% yield). From a dataset of Reaction yield outcomes from USPTO patents with 853,638 reactions. The reactants are [O:1]1[CH2:5][CH2:4][O:3][CH:2]1[CH2:6][CH:7]1[C:9]2([CH2:12][N:11]([C:13]([C:15]3[C:20]([NH:21][C:22]4[CH:27]=[CH:26][C:25]([I:28])=[CH:24][C:23]=4[F:29])=[C:19]([F:30])[C:18]([F:31])=[CH:17][CH:16]=3)=[O:14])[CH2:10]2)[O:8]1.[N-:32]=[N+:33]=[N-:34].[Na+].C(OCC)(=O)C. The catalyst is CN(C)C=O. The product is [N:32]([CH:7]([C:9]1([OH:8])[CH2:10][N:11]([C:13]([C:15]2[CH:16]=[CH:17][C:18]([F:31])=[C:19]([F:30])[C:20]=2[NH:21][C:22]2[CH:27]=[CH:26][C:25]([I:28])=[CH:24][C:23]=2[F:29])=[O:14])[CH2:12]1)[CH2:6][CH:2]1[O:3][CH2:4][CH2:5][O:1]1)=[N+:33]=[N-:34]. The yield is 0.740.